Dataset: Human Reference Interactome with 51,813 positive PPI pairs across 8,248 proteins, plus equal number of experimentally-validated negative pairs. Task: Binary Classification. Given two protein amino acid sequences, predict whether they physically interact or not. (1) Protein 1 (ENSG00000050165) has sequence MQRLGATLLCLLLAAAVPTAPAPAPTATSAPVKPGPALSYPQEEATLNEMFREVEELMEDTQHKLRSAVEEMEAEEAAAKASSEVNLANLPPSYHNETNTDTKVGNNTIHVHREIHKITNNQTGQMVFSETVITSVGDEEGRRSHECIIDEDCGPSMYCQFASFQYTCQPCRGQRMLCTRDSECCGDQLCVWGHCTKMATRGSNGTICDNQRDCQPGLCCAFQRGLLFPVCTPLPVEGELCHDPASRLLDLITWELEPDGALDRCPCASGLLCQPHSHSLVYVCKPTFVGSRDQDGEILL.... Protein 2 (ENSG00000130772) has sequence MEAPPVTMMPVTGGTINMMEYLLQGSVLDHSLESLIHRLRGLCDNMEPETFLDHEMVFLLKGQQASPFVLRARRSMDRAGAPWHLRYLGQPEMGDKNRHALVRNCVDIATSENLTDFLMEMGFRMDHEFVAKGHLFRKGIMKIMVYKIFRILVPGNTDSTEALSLSYLVELSVVAPAGQDMVSDDMKNFAEQLKPLVHLEKIDPKRLM*. Result: 0 (the proteins do not interact). (2) Protein 2 (ENSG00000159388) has sequence MSHGKGTDMLPEIAAAVGFLSSLLRTRGCVSEQRLKVFSGALQEALTEHYKHHWFPEKPSKGSGYRCIRINHKMDPIISRVASQIGLSQPQLHQLLPSELTLWVDPYEVSYRIGEDGSICVLYEEAPLAASCGLLTCKNQVLLGRSSPSKNYVMAVSS*. Protein 1 (ENSG00000188807) has sequence MEGVSALLARCPTAGLAGGLGVTACAAAGVLLYRIARRMKPTHTMVNCWFCNQDTLVPYGNRNCWDCPHCEQYNGFQENGDYNKPIPAQYLEHLNHVVSSAPSLRDPSQPQQWVSSQVLLCKRCNHHQTTKIKQLAAFAPREEGRYDEEVEVYRHHLEQMYKLCRPCQAAVEYYIKHQNRQLRALLLSHQFKRREADQTHAQNFSSAVKSPVQVILLRALAFLACAFLLTTALYGASGHFAPGTTVPLALPPGGNGSATPDNGTTPGAEGWRQLLGLLPEHMAEKLCEAWAFGQSHQTGV.... Result: 0 (the proteins do not interact). (3) Protein 1 (ENSG00000140600) has sequence MDGIFAGIICNQANRCLTWTSQQLFSEKISGAEGTKLDDEFLDMERKIDVTNKVVAEILSKTTEYLQPNPAYRAKLGMLNTVSKIRGQVKTTGYPQTEGLLGDCMLKYGKELGEDSTFGNALIEVGESMKLMAEVKDSLDINVKQTFIDPLQLLQDKDLKEIGHHLKKLEGRRLDYDYKKKRVGKIPDEEVRQAVEKFEESKELAERSMFNFLENDVEQVSQLAVFIEAALDYHRQSTEILQELQSKLQMRISAASSVPRREYKPRPVKRSSSELNGVSTTSVVKTTGSNIPMDQPCCRG.... Protein 2 (ENSG00000099365) has sequence MKDRTQELRSAKDSDDEEEVVHVDRDHFMDEFFEQVEEIRGCIEKLSEDVEQVKKQHSAILAAPNPDEKTKQELEDLTADIKKTANKVRSKLKAIEQSIEQEEGLNRSSADLRIRKTQHSTLSRKFVEVMTEYNATQSKYRDRCKDRIQRQLEITGRTTTNEELEDMLESGKLAIFTDDIKMDSQMTKQALNEIETRHNEIIKLETSIRELHDMFVDMAMLVESQGEMIDRIEYNVEHSVDYVERAVSDTKKAVKYQSKARRKKIMIIICCVVLGVVLASSIGGTLGL*MKDRTQELRSA.... Result: 0 (the proteins do not interact). (4) Protein 1 (ENSG00000107738) has sequence MGVPTALEAGSWRWGSLLFALFLAASLGPVAAFKVATPYSLYVCPEGQNVTLTCRLLGPVDKGHDVTFYKTWYRSSRGEVQTCSERRPIRNLTFQDLHLHHGGHQAANTSHDLAQRHGLESASDHHGNFSITMRNLTLLDSGLYCCLVVEIRHHHSEHRVHGAMELQVQTGKDAPSNCVVYPSSSQDSENITAAALATGACIVGILCLPLILLLVYKQRQAASNRRAQELVRMDSNIQGIENPGFEASPPAQGIPEAKVRHPLSYVAQRQPSESGRHLLSEPSTPLSPPGPGDVFFPSLD.... Protein 2 (ENSG00000111843) has sequence MQDTGSVVPLHWFGFGYAALVASGGIIGYVKAGSVPSLAAGLLFGSLAGLGAYQLSQDPRNVWVFLATSGTLAGIMGMRFYHSGKFMPAGLIAGASLLMVAKVGVSMFNRPH*. Result: 1 (the proteins interact). (5) Protein 1 (ENSG00000254901) has sequence MEEPEMQLKGKKVTDKFTESVYVLANEPSVALYRLQEHVRRSLPELAQHKADMQRWEEQSQGAIYTVEYACSAVKNLVDSSVYFRSVEGLLKQAISIRDHMNASAQGHSPEEPPPPSSA*MEEPEMQLKGKKVTDKFTESVYVLANEPSVALYRLQEHVRRSLPELAQHKADMQRWEEQSQGAIYTVEYACSAVKNLVDSSVYFRSVEGLLKQAISIRDHMNASAQGHR*MPVPRATARRNHPRPPQPDPGRDSGPPSLRQPRDGVSPCWLGWSQTPELVILPPQPPKVLGL*ADMQRWE.... Protein 2 (ENSG00000187555) has sequence MNHQQQQQQQKAGEQQLSEPEDMEMEAGDTDDPPRITQNPVINGNVALSDGHNTAEEDMEDDTSWRSEATFQFTVERFSRLSESVLSPPCFVRNLPWKIMVMPRFYPDRPHQKSVGFFLQCNAESDSTSWSCHAQAVLKIINYRDDEKSFSRRISHLFFHKENDWGFSNFMAWSEVTDPEKGFIDDDKVTFEVFVQADAPHGVAWDSKKHTGYVGLKNQGATCYMNSLLQTLFFTNQLRKAVYMMPTEGDDSSKSVPLALQRVFYELQHSDKPVGTKKLTKSFGWETLDSFMQHDVQELC.... Result: 0 (the proteins do not interact). (6) Protein 1 (ENSG00000105202) has sequence MKPGFSPRGGGFGGRGGFGDRGGRGGRGGFGGGRGRGGGFRGRGRGGGGGGGGGGGGGRGGGGFHSGGNRGRGRGGKRGNQSGKNVMVEPHRHEGVFICRGKEDALVTKNLVPGESVYGEKRVSISEGDDKIEYRAWNPFRSKLAAAILGGVDQIHIKPGAKVLYLGAASGTTVSHVSDIVGPDGLVYAVEFSHRSGRDLINLAKKRTNIIPVIEDARHPHKYRMLIAMVDVIFADVAQPDQTRIVALNAHTFLRNGGHFVISIKANCIDSTASAEAVFASEVKKMQQENMKPQEQLTLE.... Protein 2 (ENSG00000077420) has sequence MGESSEDIDQMFSTLLGEMDLLTQSLGVDTLPPPDPNPPRAEFNYSVGFKDLNESLNALEDQDLDALMADLVADISEAEQRTIQAQKESLQNQHHSASLQASIFSGAASLGYGTNVAATGISQYEDDLPPPPADPVLDLPLPPPPPEPLSQEEEEAQAKADKIKLALEKLKEAKVKKLVVKVHMNDNSTKSLMVDERQLARDVLDNLFEKTHCDCNVDWCLYEIYPELQIERFFEDHENVVEVLSDWTRDTENKILFLEKEEKYAVFKNPQNFYLDNRGKKESKETNEKMNAKNKESLLE.... Result: 0 (the proteins do not interact). (7) Protein 1 (ENSG00000126460) has sequence MRGHPSLLLLYMALTTCLDTSPSEETDQEVFLGPPEAQSFLSSHTRIPRANHWDLELLTPGNLERECLEERCSWEEAREYFEDNTLTERFWESYIYNGKGGRGRVDVASLAVGLTGGILLIVLAGLGAFWYLRWRQHRGQQPCPQEAGLISPLSPLNPLGPPTPLPPPPPPPPGLPTYEQALAASGVHDAPPPPYTSLRRPH*MRGHPSLLLLYMALTTCLDTSPSEETDQVLPLPGVQDPAPSSFRPRNLDSQPLLLPPGPHCFPSPYDSSPRDPPFFCPSCLWVQKSSWVPQRPRAS*.... Result: 0 (the proteins do not interact). Protein 2 (ENSG00000009844) has sequence MAALAPLPPLPAQFKSIQHHLRTAQEHDKRDPVVAYYCRLYAMQTGMKIDSKTPECRKFLSKLMDQLEALKKQLGDNEAITQEIVGCAHLENYALKMFLYADNEDRAGRFHKNMIKSFYTASLLIDVITVFGELTDENVKHRKYARWKATYIHNCLKNGETPQAGPVGIEEDNDIEENEDAGAASLPTQPTQPSSSSTYDPSNMPSGNYTGIQIPPGAHAPANTPAEVPHSTGVASNTIQPTPQTIPAIDPALFNTISQGDVRLTPEDFARAQKYCKYAGSALQYEDVSTAVQNLQKALK.... (8) Protein 1 (ENSG00000187193) has sequence MDPNCSCSPVGSCACAGSCKCKECKCTSCKKSCCSCCPVGCAKCAQGCICKGTSDKCSCCA*MDPNCSCSPVGSCACAGSCKCKECKCTSCKKSECRAFPANLGDGPS*. Protein 2 (ENSG00000151239) has sequence MSHQTGIQASEDVKEIFARARNGKYRLLKISIENEQLVIGSYSQPSDSWDKDYDSFVLPLLEDKQPCYILFRLDSQNAQGYEWIFIAWSPDHSHVRQKMLYAATRATLKKEFGGGHIKDEVFGTVKEDVSLHGYKKYLLSQSSPAPLTAAEEELRQIKINEVQTDVGVDTKHQTLQGVAFPISREAFQALEKLNNRQLNYVQLEIDIKNEIIILANTTNTELKDLPKRIPKDSARYHFFLYKHSHEGDYLESIVFIYSMPGYTCSIRERMLYSSCKSRLLEIVERQLQMDVIRKIEIDNG.... Result: 0 (the proteins do not interact). (9) Protein 1 (ENSG00000171681) has sequence MDSLEEPQKKVFKARKTMRVSDRQQLEAVYKVKEELLKTDVKLLNGNHENGDLDPTSPLENMDYIKDKEEVNGIEEICFDPEGSKAEWKETPCILSVNVKNKQDDDLNCEPLSPHNITPEPVSKLPAEPVSGDPAPGDLDAGDPASGVLASGDSTSGDPTSSEPSSSDAASGDATSGDAPSGDVSPGDATSGDATADDLSSGDPTSSDPIPGEPVPVEPISGDCAADDIASSEITSVDLASGAPASTDPASDDLASGDLSSSELASDDLATGELASDELTSESTFDRTFEPKSVPVCEPV.... Protein 2 (ENSG00000114416) has sequence MMKGEFYVIEYAACDATYNEIVTFERLRPVNQNKTVKKNTFFKCTVDVPEDLREACANENAHKDFKKAVGACRIFYHPETTQLMILSASEATVKRVNILSDMHLRSIRTKLMLMSRNEEATKHLECTKQLAAAFHEEFVVREDLMGLAIGTHGSNIQQARKVPGVTAIELDEDTGTFRIYGESADAVKKARGFLEFVEDFIQVPRNLVGKVIGKNGKVIQEIVDKSGVVRVRIEGDNENKLPREDGMVPFVFVGTKESIGNVQVLLEYHIAYLKEVEQLRMERLQIDEQLRQIGSRSYSG.... Result: 0 (the proteins do not interact). (10) Protein 1 (ENSG00000171160) has sequence MTLTKGSFTYSSGEEYRGEWKEGRRHGFGQLMFADGGTYLGHFENGLFNGFGVLTFSDGSRYEGEFAQGKFNGVGVFIRYDNMTFEGEFKNGRVDGFGLLTFPDGSHGIPRNEGLFENNKLLRREKCSAIVQRAQSASKSARNLTA*MTLTKGSFTYSSGEEYRGEWKEGEKDPWGVSMMNTSFAGGQIHQDI*MTLTKGSFTYSSGEEYRGEWKEGRRHGFGQLMFADGGTYLGHFENGLFNGFGVLTFSDGSRPADFP*. Protein 2 (ENSG00000172262) has sequence MEAEETMECLQEFPEHHKMILDRLNEQREQDRFTDITLIVDGHHFKAHKAVLAACSKFFYKFFQEFTQEPLVEIEGVSKMAFRHLIEFTYTAKLMIQGEEEANDVWKAAEFLQMLEAIKALEVRNKENSAPLEENTTGKNEAKKRKIAETSNVITESLPSAESEPVEIEVEIAEGTIEVEDEGIETLEEVASAKQSVKYIQSTGSSDDSALALLADITSKYRQGDRKGQIKEDGCPSDPTSKQEHMKSHSTESFKCEICNKRYLRESAWKQHLNCYHLEEGGVSKKQRTGKKIHVCQYCE.... Result: 1 (the proteins interact).